From a dataset of NCI-60 drug combinations with 297,098 pairs across 59 cell lines. Regression. Given two drug SMILES strings and cell line genomic features, predict the synergy score measuring deviation from expected non-interaction effect. (1) Drug 1: CC1=C(C=C(C=C1)NC2=NC=CC(=N2)N(C)C3=CC4=NN(C(=C4C=C3)C)C)S(=O)(=O)N.Cl. Drug 2: CS(=O)(=O)CCNCC1=CC=C(O1)C2=CC3=C(C=C2)N=CN=C3NC4=CC(=C(C=C4)OCC5=CC(=CC=C5)F)Cl. Cell line: CAKI-1. Synergy scores: CSS=47.6, Synergy_ZIP=10.4, Synergy_Bliss=10.7, Synergy_Loewe=16.1, Synergy_HSA=16.3. (2) Cell line: MCF7. Synergy scores: CSS=26.7, Synergy_ZIP=-1.90, Synergy_Bliss=-2.79, Synergy_Loewe=-4.14, Synergy_HSA=-0.728. Drug 1: CC12CCC3C(C1CCC2O)C(CC4=C3C=CC(=C4)O)CCCCCCCCCS(=O)CCCC(C(F)(F)F)(F)F. Drug 2: C1CC(=O)NC(=O)C1N2C(=O)C3=CC=CC=C3C2=O. (3) Drug 1: CN1CCC(CC1)COC2=C(C=C3C(=C2)N=CN=C3NC4=C(C=C(C=C4)Br)F)OC. Drug 2: C1=NC(=NC(=O)N1C2C(C(C(O2)CO)O)O)N. Cell line: SK-OV-3. Synergy scores: CSS=17.6, Synergy_ZIP=-6.61, Synergy_Bliss=3.74, Synergy_Loewe=-2.18, Synergy_HSA=2.68. (4) Drug 1: CC12CCC3C(C1CCC2=O)CC(=C)C4=CC(=O)C=CC34C. Drug 2: CN(C(=O)NC(C=O)C(C(C(CO)O)O)O)N=O. Cell line: HOP-62. Synergy scores: CSS=45.7, Synergy_ZIP=-0.00744, Synergy_Bliss=-0.207, Synergy_Loewe=-15.7, Synergy_HSA=0.231. (5) Drug 1: C1=CC(=CC=C1C#N)C(C2=CC=C(C=C2)C#N)N3C=NC=N3. Drug 2: CC=C1C(=O)NC(C(=O)OC2CC(=O)NC(C(=O)NC(CSSCCC=C2)C(=O)N1)C(C)C)C(C)C. Cell line: PC-3. Synergy scores: CSS=4.41, Synergy_ZIP=3.80, Synergy_Bliss=0.635, Synergy_Loewe=-49.4, Synergy_HSA=-3.02. (6) Drug 1: C(=O)(N)NO. Drug 2: C1CC(=O)NC(=O)C1N2C(=O)C3=CC=CC=C3C2=O. Cell line: PC-3. Synergy scores: CSS=2.92, Synergy_ZIP=-0.651, Synergy_Bliss=1.06, Synergy_Loewe=0.305, Synergy_HSA=1.08. (7) Drug 1: CC1=C(C=C(C=C1)C(=O)NC2=CC(=CC(=C2)C(F)(F)F)N3C=C(N=C3)C)NC4=NC=CC(=N4)C5=CN=CC=C5. Drug 2: CS(=O)(=O)OCCCCOS(=O)(=O)C. Cell line: DU-145. Synergy scores: CSS=4.54, Synergy_ZIP=1.30, Synergy_Bliss=3.94, Synergy_Loewe=0.937, Synergy_HSA=0.519. (8) Drug 1: CN(C)N=NC1=C(NC=N1)C(=O)N. Drug 2: CNC(=O)C1=NC=CC(=C1)OC2=CC=C(C=C2)NC(=O)NC3=CC(=C(C=C3)Cl)C(F)(F)F. Cell line: UACC62. Synergy scores: CSS=16.8, Synergy_ZIP=-0.467, Synergy_Bliss=-0.757, Synergy_Loewe=-6.96, Synergy_HSA=0.113. (9) Drug 1: CC=C1C(=O)NC(C(=O)OC2CC(=O)NC(C(=O)NC(CSSCCC=C2)C(=O)N1)C(C)C)C(C)C. Synergy scores: CSS=64.6, Synergy_ZIP=0.358, Synergy_Bliss=-3.96, Synergy_Loewe=-56.4, Synergy_HSA=-1.92. Drug 2: C1C(C(OC1N2C=NC3=C2NC=NCC3O)CO)O. Cell line: SK-MEL-5.